From a dataset of Full USPTO retrosynthesis dataset with 1.9M reactions from patents (1976-2016). Predict the reactants needed to synthesize the given product. (1) Given the product [CH3:29][O:30][CH2:31][CH2:32][C@@H:33]1[NH:34][CH2:35][CH2:36][N:37]([C:6]2[C:5]3[N:4]=[C:3]([C:2]([F:19])([F:18])[F:1])[S:12][C:11]=3[NH:10][C:9]3[CH:13]=[CH:14][CH:15]=[CH:16][C:8]=3[N:7]=2)[CH2:38]1, predict the reactants needed to synthesize it. The reactants are: [F:1][C:2]([F:19])([F:18])[C:3]1[S:12][C:11]2[NH:10][C:9]3[CH:13]=[CH:14][CH:15]=[CH:16][C:8]=3[NH:7][C:6](=S)[C:5]=2[N:4]=1.FC(F)(F)S(OC)(=O)=O.[CH3:29][O:30][CH2:31][CH2:32][C@H:33]1[CH2:38][NH:37][CH2:36][CH2:35][NH:34]1. (2) Given the product [CH:3]1[C:4]2[N:10]([C:2]3[CH:7]=[CH:6][C:5]([N:10]4[C:7]5[CH:6]=[CH:5][CH:4]=[CH:3][C:2]=5[C:5]5[C:4]4=[CH:3][CH:2]=[CH:7][CH:6]=5)=[CH:4][CH:3]=3)[C:7]3[C:2](=[CH:3][CH:4]=[CH:5][CH:6]=3)[C:5]=2[CH:6]=[CH:7][CH:2]=1, predict the reactants needed to synthesize it. The reactants are: Cl[C:2]1[CH:7]=[CH:6][C:5](Cl)=[CH:4][CH:3]=1.[Cl-].[NH4+:10].